From a dataset of Full USPTO retrosynthesis dataset with 1.9M reactions from patents (1976-2016). Predict the reactants needed to synthesize the given product. (1) Given the product [NH2:1][C:4]1[CH:5]=[C:6]2[C:10](=[CH:11][CH:12]=1)[NH:9][C:8](=[O:13])[C:7]2=[O:14], predict the reactants needed to synthesize it. The reactants are: [N+:1]([C:4]1[CH:5]=[C:6]2[C:10](=[CH:11][CH:12]=1)[NH:9][C:8](=[O:13])[C:7]2=[O:14])([O-])=O.[H][H]. (2) Given the product [CH2:1]([N:3]1[CH2:8][CH2:7][CH:6]([CH2:9][C:10]2[CH:15]=[C:14]([F:16])[CH:13]=[CH:12][C:11]=2[S:17]([NH:21][C:22]2[C:31]([C:32]([O:34][CH3:35])=[O:33])=[C:30]3[C:25]([CH:26]4[CH2:36][CH:27]4[CH2:28][O:29]3)=[CH:24][CH:23]=2)(=[O:19])=[O:18])[CH2:5][CH2:4]1)[CH3:2], predict the reactants needed to synthesize it. The reactants are: [CH2:1]([N:3]1[CH2:8][CH2:7][CH:6]([CH2:9][C:10]2[CH:15]=[C:14]([F:16])[CH:13]=[CH:12][C:11]=2[S:17](Cl)(=[O:19])=[O:18])[CH2:5][CH2:4]1)[CH3:2].[NH2:21][C:22]1[C:31]([C:32]([O:34][CH3:35])=[O:33])=[C:30]2[C:25]([CH:26]3[CH2:36][CH:27]3[CH2:28][O:29]2)=[CH:24][CH:23]=1. (3) Given the product [CH:16]1[C:14]2[CH:13]=[CH:12][CH:11]=[CH:10][C:15]=2[CH:23]=[CH:19][NH:17][CH:18]=1, predict the reactants needed to synthesize it. The reactants are: C(=O)([O-])[O-].[Cs+].[Cs+].O1[C:11]2[CH:12]=[CH:13][C:14]([CH:16]3[CH2:18][N:17]3[C:19]3[CH:23]4OC(C)(C)OC4C(=O)C=3)=[CH:15][C:10]=2OC1. (4) Given the product [CH3:1][N:2]1[C:6]([N:7]2[C:11]3=[N:12][CH:13]=[C:14]([CH3:16])[CH:15]=[C:10]3[CH:9]=[CH:8]2)=[C:5](/[CH:17]=[CH:18]/[C:19]([OH:21])=[O:20])[C:4]([CH3:24])=[N:3]1, predict the reactants needed to synthesize it. The reactants are: [CH3:1][N:2]1[C:6]([N:7]2[C:11]3=[N:12][CH:13]=[C:14]([CH3:16])[CH:15]=[C:10]3[CH:9]=[CH:8]2)=[C:5](/[CH:17]=[CH:18]/[C:19]([O:21]CC)=[O:20])[C:4]([CH3:24])=[N:3]1.O1CCCC1.[OH-].[Na+]. (5) The reactants are: [CH:1]1([NH:4][CH2:5][C:6]([N:8]2[C:16]3[C:11](=[CH:12][C:13]([O:17][CH2:18][C:19]4[S:20][C:21]([C:30]([F:33])([F:32])[F:31])=[C:22]([C:24]5[CH:29]=[CH:28][CH:27]=[CH:26][CH:25]=5)[CH:23]=4)=[CH:14][CH:15]=3)[CH2:10][CH2:9]2)=[O:7])[CH2:3][CH2:2]1.[CH2:34]([O:36][C:37](=[O:40])[CH:38]=[CH2:39])[CH3:35]. Given the product [CH2:34]([O:36][C:37](=[O:40])[CH2:38][CH2:39][N:4]([CH:1]1[CH2:2][CH2:3]1)[CH2:5][C:6](=[O:7])[N:8]1[C:16]2[C:11](=[CH:12][C:13]([O:17][CH2:18][C:19]3[S:20][C:21]([C:30]([F:33])([F:32])[F:31])=[C:22]([C:24]4[CH:25]=[CH:26][CH:27]=[CH:28][CH:29]=4)[CH:23]=3)=[CH:14][CH:15]=2)[CH2:10][CH2:9]1)[CH3:35], predict the reactants needed to synthesize it. (6) Given the product [F:1][C:2]1[CH:3]=[C:4]([CH:6]=[CH:7][CH:8]=1)[NH:5][CH3:14].[OH:10][CH2:9][N:11]1[C:15]2[CH:16]=[CH:17][CH:18]=[CH:19][C:14]=2[N:13]=[N:12]1.[F:1][C:2]1[CH:3]=[C:4]([CH:6]=[CH:7][CH:8]=1)[NH:5][CH2:9][N:11]1[C:15]2[CH:16]=[CH:17][CH:18]=[CH:19][C:14]=2[N:13]=[N:12]1, predict the reactants needed to synthesize it. The reactants are: [F:1][C:2]1[CH:3]=[C:4]([CH:6]=[CH:7][CH:8]=1)[NH2:5].[CH2:9]=[O:10].[NH:11]1[C:15]2[CH:16]=[CH:17][CH:18]=[CH:19][C:14]=2[N:13]=[N:12]1. (7) Given the product [C:22]1([C:34]2[C:35](=[O:36])[NH:37][C:3](=[O:2])[C:4]=2[C:6]2[C:14]3[C:9](=[CH:10][C:11]([C:15]4[CH:16]=[CH:17][N:18]=[CH:19][CH:20]=4)=[CH:12][CH:13]=3)[NH:8][CH:7]=2)[C:32]2=[C:33]3[C:28](=[CH:29][CH:30]=[CH:31]2)[CH2:27][CH2:26][CH2:25][N:24]3[CH:23]=1, predict the reactants needed to synthesize it. The reactants are: C[O:2][C:3](=O)[C:4]([C:6]1[C:14]2[C:9](=[CH:10][C:11]([C:15]3[CH:20]=[CH:19][N:18]=[CH:17][CH:16]=3)=[CH:12][CH:13]=2)[NH:8][CH:7]=1)=O.[C:22]1([CH2:34][C:35]([NH2:37])=[O:36])[C:32]2=[C:33]3[C:28](=[CH:29][CH:30]=[CH:31]2)[CH2:27][CH2:26][CH2:25][N:24]3[CH:23]=1. (8) Given the product [CH2:1]([O:8][C:9]([N:11]1[CH:15]([C:16](=[O:17])[NH:58][C:59]2[S:60][CH:61]=[C:62]([C:64]3[CH:65]=[CH:66][C:67]([C:68](=[O:69])[NH:70][CH:71]4[CH2:72][CH2:73]4)=[CH:74][CH:75]=3)[N:63]=2)[CH2:14][S:13][C@@H:12]1[C:19]1[N:20]([CH3:24])[CH:21]=[CH:22][N:23]=1)=[O:10])[C:2]1[CH:7]=[CH:6][CH:5]=[CH:4][CH:3]=1, predict the reactants needed to synthesize it. The reactants are: [CH2:1]([O:8][C:9]([N:11]1[CH:15]([C:16](O)=[O:17])[CH2:14][S:13][C@@H:12]1[C:19]1[N:20]([CH3:24])[CH:21]=[CH:22][N:23]=1)=[O:10])[C:2]1[CH:7]=[CH:6][CH:5]=[CH:4][CH:3]=1.CCN(C(C)C)C(C)C.CN(C(ON1N=NC2C=CC=NC1=2)=[N+](C)C)C.F[P-](F)(F)(F)(F)F.[NH2:58][C:59]1[S:60][CH:61]=[C:62]([C:64]2[CH:75]=[CH:74][C:67]([C:68]([NH:70][CH:71]3[CH2:73][CH2:72]3)=[O:69])=[CH:66][CH:65]=2)[N:63]=1. (9) The reactants are: [OH:1][CH2:2][C:3]([CH3:8])([CH3:7])[C:4]([OH:6])=[O:5].Br[CH:10]([CH3:12])[CH3:11].C([O-])([O-])=O.[Cs+].[Cs+]. Given the product [OH:1][CH2:2][C:3]([CH3:8])([CH3:7])[C:4]([O:6][CH:10]([CH3:12])[CH3:11])=[O:5], predict the reactants needed to synthesize it.